Dataset: Forward reaction prediction with 1.9M reactions from USPTO patents (1976-2016). Task: Predict the product of the given reaction. (1) Given the reactants [OH:1][C:2]1[CH:7]=[CH:6][C:5]([C:8]([C:10]2[CH:15]=[CH:14][C:13]([OH:16])=[CH:12][CH:11]=2)=O)=[CH:4][CH:3]=1.[C:17]([C:23]1[CH:28]=[CH:27][C:26]([O:29][CH2:30][CH2:31][CH2:32][C:33]([O:35][CH2:36][CH3:37])=[O:34])=[CH:25][CH:24]=1)(=O)[CH2:18][CH2:19][CH2:20][CH3:21], predict the reaction product. The product is: [CH2:18]([C:17]([C:23]1[CH:24]=[CH:25][C:26]([O:29][CH2:30][CH2:31][CH2:32][C:33]([O:35][CH2:36][CH3:37])=[O:34])=[CH:27][CH:28]=1)=[C:8]([C:10]1[CH:15]=[CH:14][C:13]([OH:16])=[CH:12][CH:11]=1)[C:5]1[CH:6]=[CH:7][C:2]([OH:1])=[CH:3][CH:4]=1)[CH2:19][CH2:20][CH3:21]. (2) Given the reactants [N:1]12[CH2:9][CH2:8][CH:5]([CH2:6][CH2:7]1)[NH:4][CH2:3][CH:2]2[C:10]1[CH:15]=[CH:14][C:13]([NH2:16])=[CH:12][CH:11]=1.[C:17]([C:19]1[CH:20]=[C:21]([CH:25]=[CH:26][CH:27]=1)[C:22]([Cl:24])=[O:23])#[N:18], predict the reaction product. The product is: [ClH:24].[N:1]12[CH2:9][CH2:8][CH:5]([CH2:6][CH2:7]1)[NH:4][CH2:3][CH:2]2[C:10]1[CH:15]=[CH:14][C:13]([NH:16][C:22](=[O:23])[C:21]2[CH:25]=[CH:26][CH:27]=[C:19]([C:17]#[N:18])[CH:20]=2)=[CH:12][CH:11]=1. (3) Given the reactants [C:1]([O:5][C:6]([NH:8][C:9]1[CH:17]=[CH:16][C:12]([C:13]([OH:15])=O)=[CH:11][CH:10]=1)=[O:7])([CH3:4])([CH3:3])[CH3:2].[CH2:18]([C:25]1[S:29][C:28]([NH2:30])=[N:27][N:26]=1)[C:19]1[CH:24]=[CH:23][CH:22]=[CH:21][CH:20]=1.Cl.C(N=C=NCCCN(C)C)C.OC1C2N=NNC=2C=CC=1.C(N(C(C)C)CC)(C)C, predict the reaction product. The product is: [CH2:18]([C:25]1[S:29][C:28]([NH:30][C:13]([C:12]2[CH:11]=[CH:10][C:9]([NH:8][C:6](=[O:7])[O:5][C:1]([CH3:2])([CH3:3])[CH3:4])=[CH:17][CH:16]=2)=[O:15])=[N:27][N:26]=1)[C:19]1[CH:20]=[CH:21][CH:22]=[CH:23][CH:24]=1. (4) Given the reactants [CH2:1]([O:3][C:4](=[O:23])[C:5]1[CH:10]=[CH:9][C:8]([O:11][CH2:12][C:13]2[CH:18]=[CH:17][CH:16]=[CH:15][CH:14]=2)=[C:7]([O:19]C(=O)C)[CH:6]=1)[CH3:2].C(=O)([O-])[O-].[K+].[K+], predict the reaction product. The product is: [CH2:1]([O:3][C:4](=[O:23])[C:5]1[CH:10]=[CH:9][C:8]([O:11][CH2:12][C:13]2[CH:18]=[CH:17][CH:16]=[CH:15][CH:14]=2)=[C:7]([OH:19])[CH:6]=1)[CH3:2].